This data is from Full USPTO retrosynthesis dataset with 1.9M reactions from patents (1976-2016). The task is: Predict the reactants needed to synthesize the given product. (1) Given the product [C:1]([C:5]1[CH:6]=[CH:7][C:8]([S:11]([N:14]([C:15]2[CH:20]=[CH:19][CH:18]=[C:17]([N:21]([CH3:22])[CH3:23])[CH:16]=2)[CH2:24][C:25]([N:31]([CH:28]2[CH2:30][CH2:29]2)[CH2:32][C:33]2[CH:38]=[CH:37][CH:36]=[C:35]([CH3:39])[CH:34]=2)=[O:26])(=[O:13])=[O:12])=[CH:9][CH:10]=1)([CH3:3])([CH3:2])[CH3:4], predict the reactants needed to synthesize it. The reactants are: [C:1]([C:5]1[CH:10]=[CH:9][C:8]([S:11]([N:14]([CH2:24][C:25](O)=[O:26])[C:15]2[CH:20]=[CH:19][CH:18]=[C:17]([N:21]([CH3:23])[CH3:22])[CH:16]=2)(=[O:13])=[O:12])=[CH:7][CH:6]=1)([CH3:4])([CH3:3])[CH3:2].[CH:28]1([NH:31][CH2:32][C:33]2[CH:38]=[CH:37][CH:36]=[C:35]([CH3:39])[CH:34]=2)[CH2:30][CH2:29]1. (2) Given the product [OH:24][CH2:23][CH2:22][N:16]1[C:17](=[O:18])[C:12]2[C:13](=[CH:19][CH:20]=[C:10]([N+:7]([O-:9])=[O:8])[CH:11]=2)[C:14]1=[O:15], predict the reactants needed to synthesize it. The reactants are: C([O-])([O-])=O.[K+].[K+].[N+:7]([C:10]1[CH:11]=[C:12]2[C:17](=[O:18])[NH:16][C:14](=[O:15])[C:13]2=[CH:19][CH:20]=1)([O-:9])=[O:8].Br[CH2:22][CH2:23][OH:24]. (3) Given the product [CH3:1][N:2]1[C:7]2=[CH:8][N:9]([CH2:21][CH2:22][CH2:23][C:24]([N:26]([O:28][CH3:29])[CH3:27])=[O:25])[C:10]([C:11]3[CH:15]=[CH:14][N:13]([CH3:16])[N:12]=3)=[C:6]2[C:5](=[O:17])[N:4]([CH3:18])[C:3]1=[O:19], predict the reactants needed to synthesize it. The reactants are: [CH3:1][N:2]1[C:7]2=[CH:8][NH:9][C:10]([C:11]3[CH:15]=[CH:14][N:13]([CH3:16])[N:12]=3)=[C:6]2[C:5](=[O:17])[N:4]([CH3:18])[C:3]1=[O:19].Br[CH2:21][CH2:22][CH2:23][C:24]([N:26]([O:28][CH3:29])[CH3:27])=[O:25].C(=O)([O-])[O-].[Cs+].[Cs+].O. (4) Given the product [Cl:1][C:2]1[CH:7]=[C:6]([Cl:8])[CH:5]=[CH:4][C:3]=1[C:9]([N:11]1[CH2:16][CH2:15][N:14]2[C:33]([C:29]3[N:30]=[CH:31][S:32][C:28]=3[CH3:27])=[N:35][N:36]=[C:13]2[CH2:12]1)=[O:10], predict the reactants needed to synthesize it. The reactants are: [Cl:1][C:2]1[CH:7]=[C:6]([Cl:8])[CH:5]=[CH:4][C:3]=1[C:9]([N:11]1[CH2:16][CH2:15][NH:14][C:13](=O)[CH2:12]1)=[O:10].F[B-](F)(F)F.C[O+](C)C.[CH3:27][C:28]1[S:32][CH:31]=[N:30][C:29]=1[C:33]([NH:35][NH2:36])=O. (5) The reactants are: [CH3:1][C:2]1[N:7]([CH3:8])[N:6]([C:9]2[CH:14]=[CH:13][CH:12]=[CH:11][CH:10]=2)[C:4](=[O:5])[C:3]=1[C:15]([OH:17])=O.CN(C(ON1N=NC2C=CC=NC1=2)=[N+](C)C)C.F[P-](F)(F)(F)(F)F.[NH2:42][C:43]1[CH:48]=[CH:47][C:46]([C:49]2[C:50]([NH2:56])=[N:51][CH:52]=[C:53]([Br:55])[CH:54]=2)=[CH:45][CH:44]=1. Given the product [NH2:56][C:50]1[C:49]([C:46]2[CH:45]=[CH:44][C:43]([NH:42][C:15]([C:3]3[C:4](=[O:5])[N:6]([C:9]4[CH:10]=[CH:11][CH:12]=[CH:13][CH:14]=4)[N:7]([CH3:8])[C:2]=3[CH3:1])=[O:17])=[CH:48][CH:47]=2)=[CH:54][C:53]([Br:55])=[CH:52][N:51]=1, predict the reactants needed to synthesize it. (6) Given the product [Cl:1][C:2]1[CH:7]=[CH:6][C:5]([CH:8]2[C:9]3[N:10]([CH:17]4[CH2:19][CH2:18]4)[CH:11]=[CH:12][C:13]=3[C:14](=[O:15])[N:20]2[C:21]2[CH:26]=[C:25]([CH3:27])[C:24](=[O:28])[N:23]([CH3:29])[CH:22]=2)=[CH:4][CH:3]=1, predict the reactants needed to synthesize it. The reactants are: [Cl:1][C:2]1[CH:7]=[CH:6][C:5]([CH:8]([NH:20][C:21]2[CH:26]=[C:25]([CH3:27])[C:24](=[O:28])[N:23]([CH3:29])[CH:22]=2)[C:9]2[N:10]([CH:17]3[CH2:19][CH2:18]3)[CH:11]=[CH:12][C:13]=2[C:14](O)=[O:15])=[CH:4][CH:3]=1. (7) Given the product [N+:1]([C:4]1[CH:5]=[CH:6][C:7]([CH2:10][CH2:11][C:12]2[C:21]([CH3:22])=[C:20]([OH:23])[C:19]3[C:14](=[CH:15][CH:16]=[CH:17][CH:18]=3)[N:13]=2)=[CH:8][CH:9]=1)([O-:3])=[O:2], predict the reactants needed to synthesize it. The reactants are: [N+:1]([C:4]1[CH:9]=[CH:8][C:7]([CH2:10][CH2:11][C:12]2[C:21]([CH3:22])=[C:20]([O:23][Si](C(C)(C)C)(C)C)[C:19]3[C:14](=[CH:15][CH:16]=[CH:17][CH:18]=3)[N:13]=2)=[CH:6][CH:5]=1)([O-:3])=[O:2].Cl. (8) Given the product [Br:1][C:2]1[N:3]([CH2:17][O:18][CH2:19][CH2:20][Si:21]([CH3:22])([CH3:23])[CH3:24])[N:4]=[C:5]2[C:10]=1[CH:9]=[C:8]([C:11]([F:13])([F:12])[F:14])[CH:7]=[C:6]2[CH2:15][O:25][CH2:26][C:27]1([C:40]2[CH:41]=[CH:42][CH:43]=[CH:44][CH:45]=2)[CH2:32][CH2:31][N:30]([C:33]([O:35][C:36]([CH3:38])([CH3:39])[CH3:37])=[O:34])[CH2:29][CH2:28]1, predict the reactants needed to synthesize it. The reactants are: [Br:1][C:2]1[N:3]([CH2:17][O:18][CH2:19][CH2:20][Si:21]([CH3:24])([CH3:23])[CH3:22])[N:4]=[C:5]2[C:10]=1[CH:9]=[C:8]([C:11]([F:14])([F:13])[F:12])[CH:7]=[C:6]2[CH2:15]Br.[OH:25][CH2:26][C:27]1([C:40]2[CH:45]=[CH:44][CH:43]=[CH:42][CH:41]=2)[CH2:32][CH2:31][N:30]([C:33]([O:35][C:36]([CH3:39])([CH3:38])[CH3:37])=[O:34])[CH2:29][CH2:28]1.[H-].[Na+].